This data is from Full USPTO retrosynthesis dataset with 1.9M reactions from patents (1976-2016). The task is: Predict the reactants needed to synthesize the given product. (1) Given the product [NH2:9][C:10]1[C:11]2[C:37]([CH3:44])([C:38]([NH:40][CH:41]3[CH2:43][CH2:42]3)=[O:39])[C:36](=[O:45])[NH:35][C:12]=2[N:13]=[C:14]([C:16]2[C:24]3[C:19](=[N:20][C:21]([CH3:4])=[CH:22][CH:23]=3)[N:18]([CH2:26][CH2:27][C:28]([F:34])([F:33])[C:29]([F:32])([F:31])[F:30])[N:17]=2)[N:15]=1, predict the reactants needed to synthesize it. The reactants are: C[Mg]Br.[CH2:4]1COCC1.[NH2:9][C:10]1[C:11]2[C:37]([CH3:44])([C:38]([NH:40][CH:41]3[CH2:43][CH2:42]3)=[O:39])[C:36](=[O:45])[NH:35][C:12]=2[N:13]=[C:14]([C:16]2[C:24]3[C:19](=[N:20][C:21](Cl)=[CH:22][CH:23]=3)[N:18]([CH2:26][CH2:27][C:28]([F:34])([F:33])[C:29]([F:32])([F:31])[F:30])[N:17]=2)[N:15]=1.Cl. (2) Given the product [CH3:1][C:2]1[N:7]=[C:6]([C:8]([N:64]2[CH:62]3[CH2:61][CH2:60][CH:59]2[CH:58]([CH2:57][O:56][C:52]2[N:51]=[N:50][CH:55]=[CH:54][CH:53]=2)[CH2:63]3)=[O:10])[C:5]([N:11]2[N:15]=[CH:14][CH:13]=[N:12]2)=[CH:4][CH:3]=1, predict the reactants needed to synthesize it. The reactants are: [CH3:1][C:2]1[N:7]=[C:6]([C:8]([OH:10])=O)[C:5]([N:11]2[N:15]=[CH:14][CH:13]=[N:12]2)=[CH:4][CH:3]=1.CCN(C(C)C)C(C)C.CN(C(ON1N=NC2C=CC=CC1=2)=[N+](C)C)C.F[P-](F)(F)(F)(F)F.Cl.[N:50]1[CH:55]=[CH:54][CH:53]=[C:52]([O:56][CH2:57][CH:58]2[CH2:63][CH:62]3[NH:64][CH:59]2[CH2:60][CH2:61]3)[N:51]=1.C([O-])(O)=O.[Na+]. (3) Given the product [CH:31]([NH:30][S:2]([C:5]1[CH:6]=[CH:7][C:8]([N:14]2[CH2:18][CH2:17][CH2:16][CH2:15]2)=[C:9]([CH:13]=1)[C:10]([OH:12])=[O:11])(=[O:4])=[O:3])([CH3:33])[CH3:32], predict the reactants needed to synthesize it. The reactants are: C[S:2]([C:5]1[CH:6]=[CH:7][C:8]([N:14]2[CH2:18][CH2:17][CH2:16][CH2:15]2)=[C:9]([CH:13]=1)[C:10]([OH:12])=[O:11])(=[O:4])=[O:3].ClC1C=CC(S(=O)(=O)[NH:30][CH:31]([CH3:33])[CH3:32])=CC=1C(O)=O.N1CCCC1. (4) Given the product [CH:10]1([NH:13][C:14](=[O:15])[C:16]2[CH:17]=[CH:18][C:19]([CH3:35])=[C:20]([N:22]3[C:23](=[O:34])[C:24]4[C:25](=[CH:26][C:27]([N:40]5[CH2:41][CH2:42][N:37]([CH3:36])[CH2:38][CH2:39]5)=[CH:28][CH:29]=4)[N:31]=[CH:1]3)[CH:21]=2)[CH2:12][CH2:11]1, predict the reactants needed to synthesize it. The reactants are: [CH:1](N(CC)C(C)C)(C)C.[CH:10]1([NH:13][C:14]([C:16]2[CH:17]=[CH:18][C:19]([CH3:35])=[C:20]([NH:22][C:23](=[O:34])[C:24]3[CH:29]=[CH:28][C:27](F)=[CH:26][C:25]=3[N+:31]([O-])=O)[CH:21]=2)=[O:15])[CH2:12][CH2:11]1.[CH3:36][N:37]1[CH2:42][CH2:41][NH:40][CH2:39][CH2:38]1.O. (5) Given the product [OH:37][CH2:36][CH2:35][N:26]1[CH:27]=[C:28]([CH2:30][C:31]([F:32])([F:34])[F:33])[N:29]=[C:25]1[CH:22]1[CH2:21][CH2:20][N:19]([C:2]2[C:3]3[C@H:11]([C:12]([F:15])([F:14])[F:13])[CH2:10][C:9](=[O:16])[NH:8][C:4]=3[N:5]=[CH:6][N:7]=2)[CH2:24][CH2:23]1, predict the reactants needed to synthesize it. The reactants are: Cl[C:2]1[C:3]2[C@H:11]([C:12]([F:15])([F:14])[F:13])[CH2:10][C:9](=[O:16])[NH:8][C:4]=2[N:5]=[CH:6][N:7]=1.Cl.Cl.[NH:19]1[CH2:24][CH2:23][CH:22]([C:25]2[N:26]([CH2:35][CH2:36][OH:37])[CH:27]=[C:28]([CH2:30][C:31]([F:34])([F:33])[F:32])[N:29]=2)[CH2:21][CH2:20]1.CN1CCCC1=O.C(N(C(C)C)CC)(C)C. (6) The reactants are: C1([CH:4]([C:6]2[CH:11]=[CH:10][CH:9]=[CH:8][C:7]=2[O:12][CH3:13])[OH:5])CC1.[H-].[Na+].[N+]([C:19]1[CH:20]=[C:21](S(OC[C@@H]2OC2)(=O)=O)[CH:22]=[CH:23][CH:24]=1)([O-])=O.[OH2:33]. Given the product [CH:22]1([CH:21]([O:5][CH2:4][C:6]2[CH:11]=[CH:10][CH:9]=[CH:8][C:7]=2[O:12][CH3:13])[C@H:20]2[CH2:19][O:33]2)[CH2:23][CH2:24]1, predict the reactants needed to synthesize it. (7) Given the product [CH2:1]([O:3][C:4](=[O:39])[CH2:5][C:6]1[CH:7]=[C:8]([C:14]2[CH:19]=[CH:18][C:17]([C:20]([F:23])([F:21])[F:22])=[CH:16][C:15]=2[CH2:24][N:25]([CH2:37][CH3:38])[C:26]([NH:40][CH2:41][C:42]2[CH:47]=[CH:46][CH:45]=[CH:44][N:43]=2)=[N:34][C:35]#[N:36])[C:9]([O:12][CH3:13])=[CH:10][CH:11]=1)[CH3:2], predict the reactants needed to synthesize it. The reactants are: [CH2:1]([O:3][C:4](=[O:39])[CH2:5][C:6]1[CH:7]=[C:8]([C:14]2[CH:19]=[CH:18][C:17]([C:20]([F:23])([F:22])[F:21])=[CH:16][C:15]=2[CH2:24][N:25]([CH2:37][CH3:38])[C:26](=[N:34][C:35]#[N:36])OC2C=CC=CC=2)[C:9]([O:12][CH3:13])=[CH:10][CH:11]=1)[CH3:2].[NH2:40][CH2:41][C:42]1[CH:47]=[CH:46][CH:45]=[CH:44][N:43]=1. (8) Given the product [CH2:16]([O:23][C:24]1[C:33]([CH3:34])=[CH:32][C:27]([C:28]2[N:30]=[C:10]([C:8]3[CH:7]=[C:6]([CH3:13])[N:5]=[C:4]([N:3]([CH2:1][CH3:2])[CH2:14][CH3:15])[N:9]=3)[O:12][N:29]=2)=[CH:26][C:25]=1[CH2:35][CH3:36])[C:17]1[CH:18]=[CH:19][CH:20]=[CH:21][CH:22]=1, predict the reactants needed to synthesize it. The reactants are: [CH2:1]([N:3]([CH2:14][CH3:15])[C:4]1[N:9]=[C:8]([C:10]([OH:12])=O)[CH:7]=[C:6]([CH3:13])[N:5]=1)[CH3:2].[CH2:16]([O:23][C:24]1[C:33]([CH3:34])=[CH:32][C:27]([C:28]([NH:30]O)=[NH:29])=[CH:26][C:25]=1[CH2:35][CH3:36])[C:17]1[CH:22]=[CH:21][CH:20]=[CH:19][CH:18]=1.C(Cl)CCl.C1C=CC2N(O)N=NC=2C=1. (9) Given the product [C:1]([N:4]([CH3:20])[C:5]1[N:10]=[CH:9][C:8]([NH:11][C:12]([N:35]2[CH2:36][CH2:37][N:32]([C:30]3[S:29][N:28]=[C:27]([C:21]4[CH:26]=[CH:25][CH:24]=[CH:23][CH:22]=4)[N:31]=3)[CH2:33][CH2:34]2)=[O:19])=[CH:7][CH:6]=1)(=[O:3])[CH3:2], predict the reactants needed to synthesize it. The reactants are: [C:1]([N:4]([CH3:20])[C:5]1[N:10]=[CH:9][C:8]([NH:11][C:12](=[O:19])OCC(Cl)(Cl)Cl)=[CH:7][CH:6]=1)(=[O:3])[CH3:2].[C:21]1([C:27]2[N:31]=[C:30]([N:32]3[CH2:37][CH2:36][NH:35][CH2:34][CH2:33]3)[S:29][N:28]=2)[CH:26]=[CH:25][CH:24]=[CH:23][CH:22]=1.C(N(C(C)C)CC)(C)C.CS(C)=O. (10) The reactants are: [C:1]([O:6][CH3:7])(=[O:5])[C:2]([CH3:4])=[CH2:3].[CH3:8][C:9]([C:11]([O:13][CH:14]1[C@@:19]2([CH3:23])[C:20]([CH3:22])([CH3:21])[C@H:16]([CH2:17][CH2:18]2)[CH2:15]1)=[O:12])=[CH2:10].[C:24]([OH:29])(=[O:28])[C:25]([CH3:27])=[CH2:26].N(C(C)(C)C(OC)=O)=NC(C)(C)C(OC)=O. Given the product [C:1]([O:6][CH3:7])(=[O:5])[C:2]([CH3:4])=[CH2:3].[CH3:10][C:9]([C:11]([O:13][CH:14]1[C@@:19]2([CH3:23])[C:20]([CH3:22])([CH3:21])[C@H:16]([CH2:17][CH2:18]2)[CH2:15]1)=[O:12])=[CH2:8].[C:24]([OH:29])(=[O:28])[C:25]([CH3:27])=[CH2:26], predict the reactants needed to synthesize it.